This data is from Catalyst prediction with 721,799 reactions and 888 catalyst types from USPTO. The task is: Predict which catalyst facilitates the given reaction. (1) Reactant: [OH:1][CH2:2][C@H:3]([NH:8][C:9](=[O:15])[O:10][C:11]([CH3:14])([CH3:13])[CH3:12])[CH2:4][CH2:5][S:6][CH3:7].C(N(CC)CC)C.O.OS([O-])(=O)=O.[K+]. Product: [CH:2]([C@H:3]([NH:8][C:9](=[O:15])[O:10][C:11]([CH3:13])([CH3:12])[CH3:14])[CH2:4][CH2:5][S:6][CH3:7])=[O:1]. The catalyst class is: 16. (2) Reactant: [CH2:1]([N:4]=[C:5]=[O:6])[CH2:2][CH3:3].[CH2:7]([O:14][C@H:15]([CH3:20])[C:16]([NH:18][NH2:19])=[O:17])[C:8]1[CH:13]=[CH:12][CH:11]=[CH:10][CH:9]=1. Product: [CH2:7]([O:14][C@H:15]([CH3:20])[C:16]([NH:18][NH:19][C:5]([NH:4][CH2:1][CH2:2][CH3:3])=[O:6])=[O:17])[C:8]1[CH:13]=[CH:12][CH:11]=[CH:10][CH:9]=1. The catalyst class is: 4. (3) Reactant: Cl.[I:2][C:3]1[N:4]=[C:5]([C@@H:8]2[CH2:12][CH2:11][CH2:10][NH:9]2)[NH:6][CH:7]=1.[CH3:13][O:14][C:15]([NH:17][C@@H:18]([CH:22]([CH3:24])[CH3:23])[C:19](O)=[O:20])=[O:16].C1C=CC2N(O)N=NC=2C=1.CCN=C=NCCCN(C)C.CCN(C(C)C)C(C)C. Product: [CH3:13][O:14][C:15](=[O:16])[NH:17][C@H:18]([C:19]([N:9]1[CH2:10][CH2:11][CH2:12][C@H:8]1[C:5]1[NH:4][C:3]([I:2])=[CH:7][N:6]=1)=[O:20])[CH:22]([CH3:24])[CH3:23]. The catalyst class is: 3. (4) Reactant: [CH3:1][C:2]1[C:7]([NH:8][C:9]2[N:14]=[CH:13][CH:12]=[CH:11][C:10]=2[C:15]([OH:17])=[O:16])=[CH:6][CH:5]=[CH:4][C:3]=1[C:18]([F:21])([F:20])[F:19].CNC[C@H](O)[C@@H](O)[C@H](O)[C@H](O)CO. Product: [CH3:1][C:2]1[C:7]([NH:8][C:9]2[N:14]=[CH:13][CH:12]=[CH:11][C:10]=2[C:15]([OH:17])=[O:16])=[CH:6][CH:5]=[CH:4][C:3]=1[C:18]([F:20])([F:19])[F:21]. The catalyst class is: 6. (5) The catalyst class is: 27. Product: [Cl:3][C:4]1[CH:5]=[CH:6][C:7]([O:22][CH2:23][CH3:24])=[C:8]([CH:21]=1)[C:9]([O:11][CH:12]([Br:1])[C:13]([C:15]1[CH:16]=[CH:17][CH:18]=[CH:19][CH:20]=1)=[O:14])=[O:10]. Reactant: [Br:1]Br.[Cl:3][C:4]1[CH:5]=[CH:6][C:7]([O:22][CH2:23][CH3:24])=[C:8]([CH:21]=1)[C:9]([O:11][CH2:12][C:13]([C:15]1[CH:20]=[CH:19][CH:18]=[CH:17][CH:16]=1)=[O:14])=[O:10]. (6) Reactant: N1C=CN=C1.[CH2:6](O)[CH2:7][O:8][CH2:9][CH2:10][OH:11].[Si:13](Cl)([C:16]([CH3:19])([CH3:18])[CH3:17])([CH3:15])[CH3:14].[OH2:21]. Product: [C:16]([Si:13]([CH3:15])([CH3:14])[O:11][CH2:10][CH2:9][O:8][CH:7]([OH:21])[CH3:6])([CH3:19])([CH3:18])[CH3:17]. The catalyst class is: 3. (7) Reactant: Cl[C:2]1[CH:7]=[C:6]([O:8][CH2:9][C:10]#[CH:11])[N:5]=[CH:4][N:3]=1.C(=O)([O-])[O-].[K+].[K+].[Cl:18][C:19]1[CH:20]=[C:21]([OH:26])[CH:22]=[C:23]([Cl:25])[CH:24]=1.[Cl-].[NH4+]. Product: [Cl:18][C:19]1[CH:20]=[C:21]([CH:22]=[C:23]([Cl:25])[CH:24]=1)[O:26][C:2]1[CH:7]=[C:6]([O:8][CH2:9][C:10]#[CH:11])[N:5]=[CH:4][N:3]=1. The catalyst class is: 9.